Dataset: Full USPTO retrosynthesis dataset with 1.9M reactions from patents (1976-2016). Task: Predict the reactants needed to synthesize the given product. Given the product [OH2:24].[ClH:21].[ClH:21].[F:1][C:2]1[CH:7]=[CH:6][C:5]([C:8]2[C:12]([CH2:13][CH2:14][N:15]3[CH2:20][CH2:19][CH2:18][CH2:17][CH2:16]3)=[CH:11][NH:10][N:9]=2)=[CH:4][CH:3]=1, predict the reactants needed to synthesize it. The reactants are: [F:1][C:2]1[CH:7]=[CH:6][C:5]([C:8]2[C:12]([CH2:13][CH2:14][N:15]3[CH2:20][CH2:19][CH2:18][CH2:17][CH2:16]3)=[CH:11][NH:10][N:9]=2)=[CH:4][CH:3]=1.[ClH:21].CC(C)=[O:24].